Dataset: Peptide-MHC class II binding affinity with 134,281 pairs from IEDB. Task: Regression. Given a peptide amino acid sequence and an MHC pseudo amino acid sequence, predict their binding affinity value. This is MHC class II binding data. (1) The peptide sequence is LRAEQASQEVKNWMTETL. The MHC is HLA-DPA10201-DPB10101 with pseudo-sequence HLA-DPA10201-DPB10101. The binding affinity (normalized) is 0.126. (2) The peptide sequence is YDKFLANVSTVLFGK. The MHC is DRB1_0701 with pseudo-sequence DRB1_0701. The binding affinity (normalized) is 0.711. (3) The peptide sequence is HWFSRENSYSGVEGEGL. The MHC is DRB1_0901 with pseudo-sequence DRB1_0901. The binding affinity (normalized) is 0.436.